From a dataset of Forward reaction prediction with 1.9M reactions from USPTO patents (1976-2016). Predict the product of the given reaction. (1) Given the reactants B(Br)(Br)Br.[CH3:5][N:6]1[C:14]2[C:9](=[C:10]([F:17])[C:11]([O:15]C)=[CH:12][CH:13]=2)[CH:8]=[C:7]1[CH3:18], predict the reaction product. The product is: [CH3:5][N:6]1[C:14]2[C:9](=[C:10]([F:17])[C:11]([OH:15])=[CH:12][CH:13]=2)[CH:8]=[C:7]1[CH3:18]. (2) Given the reactants [CH3:1][C:2]1[CH:3]=[CH:4][CH:5]=[C:6]2[C:10]=1[N:9]([CH2:11][CH2:12][N:13]1[CH2:17][CH2:16][CH2:15][CH2:14]1)[CH:8]=[C:7]2[C:18](O)=[O:19].Cl.[F:22][C:23]([F:42])([F:41])[C:24]([NH:26][CH2:27][C:28]1[CH:33]=[CH:32][C:31]([F:34])=[C:30]([CH:35]2[CH2:40][CH2:39][NH:38][CH2:37][CH2:36]2)[CH:29]=1)=[O:25], predict the reaction product. The product is: [F:42][C:23]([F:41])([F:22])[C:24]([NH:26][CH2:27][C:28]1[CH:33]=[CH:32][C:31]([F:34])=[C:30]([CH:35]2[CH2:40][CH2:39][N:38]([C:18]([C:7]3[C:6]4[C:10](=[C:2]([CH3:1])[CH:3]=[CH:4][CH:5]=4)[N:9]([CH2:11][CH2:12][N:13]4[CH2:14][CH2:15][CH2:16][CH2:17]4)[CH:8]=3)=[O:19])[CH2:37][CH2:36]2)[CH:29]=1)=[O:25]. (3) Given the reactants [CH3:1][N:2]([CH3:26])[CH2:3][CH2:4][N:5]([CH3:25])[C:6]1[S:7][C:8]2[CH:14]=[C:13]([NH:15][C:16]([C:18]3[CH:23]=[N:22][C:21](Cl)=[CH:20][N:19]=3)=[O:17])[CH:12]=[CH:11][C:9]=2[N:10]=1.[Cl:27][C:28]1[CH:33]=[C:32]([Cl:34])[CH:31]=[CH:30][C:29]=1B(O)O, predict the reaction product. The product is: [CH3:1][N:2]([CH3:26])[CH2:3][CH2:4][N:5]([CH3:25])[C:6]1[S:7][C:8]2[CH:14]=[C:13]([NH:15][C:16]([C:18]3[CH:23]=[N:22][C:21]([C:31]4[CH:30]=[CH:29][C:28]([Cl:27])=[CH:33][C:32]=4[Cl:34])=[CH:20][N:19]=3)=[O:17])[CH:12]=[CH:11][C:9]=2[N:10]=1. (4) The product is: [NH:11]1[C:12]2=[N:13][CH:14]=[CH:15][CH:16]=[C:17]2[C:9]([CH2:8][C:5]2[CH:4]=[CH:3][C:2]([NH:36][C:34](=[O:35])[C:33]3[CH:37]=[CH:38][C:30]([C:29]([F:39])([F:40])[F:28])=[CH:31][CH:32]=3)=[N:7][CH:6]=2)=[CH:10]1. Given the reactants Br[C:2]1[N:7]=[CH:6][C:5]([CH2:8][C:9]2[C:17]3[C:12](=[N:13][CH:14]=[CH:15][CH:16]=3)[N:11]([Si](C(C)C)(C(C)C)C(C)C)[CH:10]=2)=[CH:4][CH:3]=1.[F:28][C:29]([F:40])([F:39])[C:30]1[CH:38]=[CH:37][C:33]([C:34]([NH2:36])=[O:35])=[CH:32][CH:31]=1.CC1(C)C2C(=C(P(C3C=CC=CC=3)C3C=CC=CC=3)C=CC=2)OC2C(P(C3C=CC=CC=3)C3C=CC=CC=3)=CC=CC1=2.C(=O)([O-])[O-].[Cs+].[Cs+], predict the reaction product. (5) Given the reactants CS(C)=O.C(Cl)(=O)C(Cl)=O.[C:11]([O:15][C:16](=[O:30])[NH:17][C@@H:18]1[CH2:23][CH2:22][CH2:21][CH2:20][C@:19]1([CH2:28][OH:29])[CH2:24][CH2:25][CH2:26][OH:27])([CH3:14])([CH3:13])[CH3:12].C(N(CC)CC)C, predict the reaction product. The product is: [C:11]([O:15][C:16](=[O:30])[NH:17][C@@H:18]1[CH2:23][CH2:22][CH2:21][CH2:20][C@:19]1([CH:28]=[O:29])[CH2:24][CH2:25][CH:26]=[O:27])([CH3:14])([CH3:12])[CH3:13]. (6) The product is: [CH3:1][O:2][C:3]([NH:5][C@@H:6]([CH:7]([CH3:9])[CH3:8])[C:10]([N:12]1[CH2:16][CH2:15][CH2:14][C@H:13]1[C:17]1[NH:18][C:19]2[CH:29]=[CH:28][C:27]3[C:22](=[CH:23][CH:24]=[C:25]4[C:37]5[CH:36]=[CH:35][C:34]([C:38]6[NH:42][C:41]([C@H:43]7[CH2:47][CH2:46][CH2:45][N:44]7[C:62](=[O:63])[C@@H:61]([NH:60][C:58](=[O:59])[O:57][CH3:56])[CH:65]([CH3:67])[CH3:66])=[N:40][CH:39]=6)=[CH:33][C:32]=5[CH2:31][O:30][C:26]4=3)[C:20]=2[N:21]=1)=[O:11])=[O:4]. Given the reactants [CH3:1][O:2][C:3]([NH:5][C@H:6]([C:10]([N:12]1[CH2:16][CH2:15][CH2:14][C@H:13]1[C:17]1[NH:18][C:19]2[CH:29]=[CH:28][C:27]3[C:22](=[CH:23][CH:24]=[C:25]4[C:37]5[CH:36]=[CH:35][C:34]([C:38]6[NH:42][C:41]([C@H:43]7[CH2:47][CH2:46][CH2:45][N:44]7C(OC(C)(C)C)=O)=[N:40][CH:39]=6)=[CH:33][C:32]=5[CH2:31][O:30][C:26]4=3)[C:20]=2[N:21]=1)=[O:11])[CH:7]([CH3:9])[CH3:8])=[O:4].Cl.[CH3:56][O:57][C:58]([NH:60][C@@H:61]([CH:65]([CH3:67])[CH3:66])[C:62](O)=[O:63])=[O:59].CN(C(ON1N=NC2C=CC=NC1=2)=[N+](C)C)C.F[P-](F)(F)(F)(F)F.C(N(C(C)C)CC)(C)C, predict the reaction product. (7) Given the reactants [NH:1]1[C:9]2[C:4](=[CH:5][C:6]([NH:10][C:11]3[CH:16]=[CH:15][N:14]=[C:13]([C:17]4[CH:18]=[C:19]([CH:23]=[CH:24][CH:25]=4)[C:20](O)=[O:21])[N:12]=3)=[CH:7][CH:8]=2)[CH:3]=[N:2]1.[C:26]([O:30][C:31]([N:33]1[CH2:38][CH2:37][CH:36]([NH2:39])[CH2:35][CH2:34]1)=[O:32])([CH3:29])([CH3:28])[CH3:27].CN(C(ON1N=NC2C=CC=NC1=2)=[N+](C)C)C.F[P-](F)(F)(F)(F)F.CCN(CC)CC, predict the reaction product. The product is: [NH:1]1[C:9]2[C:4](=[CH:5][C:6]([NH:10][C:11]3[CH:16]=[CH:15][N:14]=[C:13]([C:17]4[CH:18]=[C:19]([CH:23]=[CH:24][CH:25]=4)[C:20]([NH:39][CH:36]4[CH2:37][CH2:38][N:33]([C:31]([O:30][C:26]([CH3:29])([CH3:27])[CH3:28])=[O:32])[CH2:34][CH2:35]4)=[O:21])[N:12]=3)=[CH:7][CH:8]=2)[CH:3]=[N:2]1. (8) The product is: [CH:1]([C:4]1[CH:5]=[CH:6][C:7]([C@H:10]2[C:14]3[C:15]([CH3:21])=[CH:16][C:17]([CH3:20])=[C:18]([CH3:19])[C:13]=3[O:12][C@H:11]2[CH3:22])=[CH:8][CH:9]=1)([CH3:3])[CH3:2]. Given the reactants [CH:1]([C:4]1[CH:9]=[CH:8][C:7]([C:10]2[C:14]3[C:15]([CH3:21])=[CH:16][C:17]([CH3:20])=[C:18]([CH3:19])[C:13]=3[O:12][C:11]=2[CH3:22])=[CH:6][CH:5]=1)([CH3:3])[CH3:2], predict the reaction product. (9) Given the reactants [F:1][C:2]1[CH:3]=[C:4]([CH:22]=[CH:23][CH:24]=1)[CH2:5][O:6][C:7]1[CH:12]=[CH:11][C:10]([N:13]2[C:17](=[O:18])[CH2:16][C@@H:15]([C:19]([NH2:21])=O)[CH2:14]2)=[CH:9][CH:8]=1.S(Cl)(Cl)=O, predict the reaction product. The product is: [F:1][C:2]1[CH:3]=[C:4]([CH:22]=[CH:23][CH:24]=1)[CH2:5][O:6][C:7]1[CH:12]=[CH:11][C:10]([N:13]2[C:17](=[O:18])[CH2:16][C@@H:15]([C:19]#[N:21])[CH2:14]2)=[CH:9][CH:8]=1.